From a dataset of Full USPTO retrosynthesis dataset with 1.9M reactions from patents (1976-2016). Predict the reactants needed to synthesize the given product. (1) Given the product [Cl:1][C:2]1[N:3]=[C:4]([C:9]([NH:11][C@H:12]2[CH2:17][CH2:16][N:15]([C:18]3[S:19][C:20]([C:23]([NH:33][CH3:32])=[O:24])=[CH:21][N:22]=3)[CH2:14][C@H:13]2[O:26][CH3:27])=[O:10])[NH:5][C:6]=1[CH2:7][CH3:8], predict the reactants needed to synthesize it. The reactants are: [Cl:1][C:2]1[N:3]=[C:4]([C:9]([NH:11][C@H:12]2[CH2:17][CH2:16][N:15]([C:18]3[S:19][C:20]([C:23](O)=[O:24])=[CH:21][N:22]=3)[CH2:14][C@H:13]2[O:26][CH3:27])=[O:10])[NH:5][C:6]=1[CH2:7][CH3:8].Cl.CN.C[CH2:32][N:33]=C=NCCCN(C)C.Cl.C1C=CC2N(O)N=NC=2C=1.C(N(C(C)C)CC)(C)C. (2) Given the product [CH3:59][N:60]1[CH2:65][CH2:64][CH:63]([CH2:66][NH:67][C:11]([C:13]2[C:17]([CH3:18])=[C:16](/[CH:19]=[C:20]3\[C:21](=[O:41])[NH:22][C:23]4[C:28]\3=[CH:27][C:26]([S:29]([CH2:32][C:33]3[C:38]([Cl:39])=[CH:37][CH:36]=[CH:35][C:34]=3[Cl:40])(=[O:30])=[O:31])=[CH:25][CH:24]=4)[NH:15][C:14]=2[CH3:42])=[O:12])[CH2:62][CH2:61]1, predict the reactants needed to synthesize it. The reactants are: N1C2C(=NC=CC=2)N(O[C:11]([C:13]2[C:17]([CH3:18])=[C:16](/[CH:19]=[C:20]3\[C:21](=[O:41])[NH:22][C:23]4[C:28]\3=[CH:27][C:26]([S:29]([CH2:32][C:33]3[C:38]([Cl:39])=[CH:37][CH:36]=[CH:35][C:34]=3[Cl:40])(=[O:31])=[O:30])=[CH:25][CH:24]=4)[NH:15][C:14]=2[CH3:42])=[O:12])N=1.CCN(C(C)C)C(C)C.OC(C(F)(F)F)=O.[CH3:59][N:60]1[CH2:65][CH2:64][CH:63]([CH2:66][NH2:67])[CH2:62][CH2:61]1. (3) Given the product [Br:14][C:9]1[CH:10]=[C:11]([O:12][CH3:13])[C:2]([Cl:15])=[C:3]([CH:8]=1)[C:4]([O:6][CH3:7])=[O:5], predict the reactants needed to synthesize it. The reactants are: N[C:2]1[C:11]([O:12][CH3:13])=[CH:10][C:9]([Br:14])=[CH:8][C:3]=1[C:4]([O:6][CH3:7])=[O:5].[ClH:15].N([O-])=O.[Na+]. (4) Given the product [C:2]1([C:43]2[CH:48]=[CH:47][CH:46]=[CH:45][CH:44]=2)[CH:36]=[CH:35][CH:34]=[C:4]([CH2:5][N:6]2[C:11](=[O:12])[C:10]([C:13]([NH:15][CH2:16][C:17]([OH:19])=[O:18])=[O:14])=[C:9]([OH:24])[C:8]3[CH2:25][N:26]([C:28](=[O:33])[CH2:29][CH2:30][CH:31]=[CH2:32])[CH2:27][C:7]2=3)[CH:3]=1, predict the reactants needed to synthesize it. The reactants are: Br[C:2]1[CH:3]=[C:4]([CH:34]=[CH:35][CH:36]=1)[CH2:5][N:6]1[C:11](=[O:12])[C:10]([C:13]([NH:15][CH2:16][C:17]([O:19]C(C)(C)C)=[O:18])=[O:14])=[C:9]([OH:24])[C:8]2[CH2:25][N:26]([C:28](=[O:33])[CH2:29][CH2:30][CH:31]=[CH2:32])[CH2:27][C:7]1=2.C([O-])([O-])=O.[Na+].[Na+].[C:43]1(B(O)O)[CH:48]=[CH:47][CH:46]=[CH:45][CH:44]=1. (5) Given the product [F:22][C:23]([F:42])([F:41])[S:24]([O:12][C:5]1[C:4]2[C:9](=[CH:10][N:11]=[C:2]([Cl:1])[CH:3]=2)[N:8]=[CH:7][CH:6]=1)(=[O:26])=[O:25], predict the reactants needed to synthesize it. The reactants are: [Cl:1][C:2]1[CH:3]=[C:4]2[C:9](=[CH:10][N:11]=1)[N:8]=[CH:7][CH:6]=[C:5]2[OH:12].C(N(C(C)C)CC)(C)C.[F:22][C:23]([F:42])([F:41])[S:24](N(C1C=CC=CC=1)[S:24]([C:23]([F:42])([F:41])[F:22])(=[O:26])=[O:25])(=[O:26])=[O:25]. (6) Given the product [NH2:46][C@H:47]([C:56]([OH:58])=[O:57])[CH2:48][OH:10].[NH2:46][C@H:47]([C:56]([OH:58])=[O:57])[C@@H:48]([CH3:49])[OH:37].[NH2:46][C@H:47]([C:56]([OH:58])=[O:57])[CH2:48][C:49]1[CH:50]=[CH:51][C:52]([OH:55])=[CH:53][CH:54]=1, predict the reactants needed to synthesize it. The reactants are: C1N([C@@H]2[O:10][C@@H]3COP(O)(O[C@H]3[C@H]2O)=O)C2NC(N)=NC(=O)C=2N=1.C1N=C(N)C2N=CN([C@@H]3[O:37][C@@H]4COP(O)(O[C@H]4[C@H]3O)=O)C=2N=1.[NH2:46][C@H:47]([C:56]([OH:58])=[O:57])[CH2:48][C:49]1[CH:54]=[CH:53][C:52]([OH:55])=[CH:51][CH:50]=1. (7) Given the product [CH3:1][C@H:3]1[CH2:12][C@@H:11]([N:32]([C:37]2[CH:36]=[CH:35][CH:34]=[CH:33][CH:47]=2)[C:40](=[O:39])[CH2:41][CH3:42])[C:10]2[C:5](=[CH:6][CH:7]=[CH:8][CH:9]=2)[N:4]1[C:24]([C:26]1[CH:27]=[N:28][CH:29]=[CH:30][CH:31]=1)=[O:25], predict the reactants needed to synthesize it. The reactants are: [CH2:1]([C@H:3]1[CH2:12][C@@H:11](C(C)C(NC2C=CC=CC=2)=O)[C:10]2[C:5](=[CH:6][CH:7]=[CH:8][CH:9]=2)[N:4]1[C:24]([C:26]1[CH:27]=[N:28][CH:29]=[CH:30][CH:31]=1)=[O:25])C.[N:32]1[CH:37]=[CH:36][CH:35]=[C:34](Cl)[CH:33]=1.[O:39]1C=[CH:42][CH:41]=[C:40]1C(Cl)=O.[C:47](Cl)(=O)CC.C(Cl)(=O)C. (8) Given the product [F:1][C:2]1[CH:3]=[CH:4][CH:5]=[C:6]2[C:11]=1[N:10]=[C:9]([C:12]1[CH:17]=[CH:16][CH:15]=[CH:14][C:13]=1[S:18]([CH3:21])(=[O:19])=[O:20])[C:8]([C@@H:22]([NH2:24])[CH3:23])=[CH:7]2, predict the reactants needed to synthesize it. The reactants are: [F:1][C:2]1[CH:3]=[CH:4][CH:5]=[C:6]2[C:11]=1[N:10]=[C:9]([C:12]1[CH:17]=[CH:16][CH:15]=[CH:14][C:13]=1[S:18]([CH3:21])(=[O:20])=[O:19])[C:8]([C@@H:22]([N:24]1C(=O)C3C(=CC=CC=3)C1=O)[CH3:23])=[CH:7]2.O.NN.CCO.